The task is: Predict which catalyst facilitates the given reaction.. This data is from Catalyst prediction with 721,799 reactions and 888 catalyst types from USPTO. Reactant: [CH3:1][C:2]1[CH:6]=[C:5]([CH:7](O)[CH2:8][CH3:9])[O:4][N:3]=1.C(Br)(Br)(Br)[Br:12].C1(P(C2C=CC=CC=2)C2C=CC=CC=2)C=CC=CC=1. Product: [Br:12][CH:7]([C:5]1[O:4][N:3]=[C:2]([CH3:1])[CH:6]=1)[CH2:8][CH3:9]. The catalyst class is: 1.